From a dataset of Full USPTO retrosynthesis dataset with 1.9M reactions from patents (1976-2016). Predict the reactants needed to synthesize the given product. (1) Given the product [Br:1][C:2]1[C:3]([CH2:21][OH:22])=[CH:4][C:5]2[C:10]([CH:11]=1)=[C:9]([CH2:12][C:13]1[CH:14]=[CH:15][C:16]([CH2:19][CH3:20])=[CH:17][CH:18]=1)[CH:8]=[CH:7][CH:6]=2, predict the reactants needed to synthesize it. The reactants are: [Br:1][C:2]1[C:3]([C:21](OC)=[O:22])=[CH:4][C:5]2[C:10]([CH:11]=1)=[C:9]([CH2:12][C:13]1[CH:18]=[CH:17][C:16]([CH2:19][CH3:20])=[CH:15][CH:14]=1)[CH:8]=[CH:7][CH:6]=2.[H-].[Al+3].[Li+].[H-].[H-].[H-].O. (2) Given the product [N:37]1([C:10](=[O:12])[CH2:9][NH:8][C:6](=[O:7])[O:5][C:2]([CH3:1])([CH3:3])[CH3:4])[C:46]2[C:41](=[CH:42][CH:43]=[CH:44][CH:45]=2)[CH2:40][CH2:39][CH2:38]1, predict the reactants needed to synthesize it. The reactants are: [CH3:1][C:2]([O:5][C:6]([NH:8][CH2:9][C:10]([OH:12])=O)=[O:7])([CH3:4])[CH3:3].CN(C(ON1N=NC2C=CC=NC1=2)=[N+](C)C)C.F[P-](F)(F)(F)(F)F.[NH:37]1[C:46]2[C:41](=[CH:42][CH:43]=[CH:44][CH:45]=2)[CH2:40][CH2:39][CH2:38]1.CCN(C(C)C)C(C)C.